Dataset: Full USPTO retrosynthesis dataset with 1.9M reactions from patents (1976-2016). Task: Predict the reactants needed to synthesize the given product. (1) Given the product [C:1]([O-:9])(=[O:8])/[C:2](=[C:4](\[CH:6]=[O:7])/[Br:5])/[Br:3].[NH2:14][NH:15][C:16]([NH2:18])=[NH2+:17], predict the reactants needed to synthesize it. The reactants are: [C:1]([OH:9])(=[O:8])/[C:2](=[C:4](\[CH:6]=[O:7])/[Br:5])/[Br:3].C(=O)(O)O.[NH2:14][NH:15][C:16]([NH2:18])=[NH:17].C(=O)=O. (2) Given the product [Si:1]([O:8][CH2:9][CH2:10][CH2:11][N:12]1[C:17](=[O:18])[C:16]2[C:19]([CH:24]([OH:25])[CH2:26][CH:27]([CH3:36])[CH3:28])=[C:20]([Cl:23])[N:21]=[CH:22][C:15]=2[N:14]([CH3:33])[C:13]1=[O:34])([C:4]([CH3:5])([CH3:7])[CH3:6])([CH3:2])[CH3:3], predict the reactants needed to synthesize it. The reactants are: [Si:1]([O:8][CH2:9][CH2:10][CH2:11][N:12]1[C:17](=[O:18])[C:16]2[C:19]([CH:24]([C:26]3C=CC(Cl)=[CH:28][CH:27]=3)[OH:25])=[C:20]([Cl:23])[N:21]=[CH:22][C:15]=2[N:14]([CH3:33])[C:13]1=[O:34])([C:4]([CH3:7])([CH3:6])[CH3:5])([CH3:3])[CH3:2].[Li+].[CH3:36]C([N-]C(C)C)C.CC(C)CC=O.